This data is from Forward reaction prediction with 1.9M reactions from USPTO patents (1976-2016). The task is: Predict the product of the given reaction. (1) The product is: [CH2:1]([O:8][CH2:9][CH2:10][N:11]1[CH2:16][CH2:15][N:14]([C:17]2[CH:22]=[CH:21][C:20]([C:23]3[CH:24]=[C:25]4[C:31]([C:51]5[C:50]([CH3:63])=[N:49][N:48]([CH2:47][C:46]6[CH:64]=[CH:65][CH:66]=[C:44]([F:43])[CH:45]=6)[C:52]=5[CH3:53])=[CH:30][N:29]([S:33]([C:36]5[CH:42]=[CH:41][C:39]([CH3:40])=[CH:38][CH:37]=5)(=[O:35])=[O:34])[C:26]4=[N:27][CH:28]=3)=[CH:19][CH:18]=2)[CH2:13][CH2:12]1)[C:2]1[CH:7]=[CH:6][CH:5]=[CH:4][CH:3]=1. Given the reactants [CH2:1]([O:8][CH2:9][CH2:10][N:11]1[CH2:16][CH2:15][N:14]([C:17]2[CH:22]=[CH:21][C:20]([C:23]3[CH:24]=[C:25]4[C:31](I)=[CH:30][N:29]([S:33]([C:36]5[CH:42]=[CH:41][C:39]([CH3:40])=[CH:38][CH:37]=5)(=[O:35])=[O:34])[C:26]4=[N:27][CH:28]=3)=[CH:19][CH:18]=2)[CH2:13][CH2:12]1)[C:2]1[CH:7]=[CH:6][CH:5]=[CH:4][CH:3]=1.[F:43][C:44]1[CH:45]=[C:46]([CH:64]=[CH:65][CH:66]=1)[CH2:47][N:48]1[C:52]([CH3:53])=[C:51](B2OC(C)(C)C(C)(C)O2)[C:50]([CH3:63])=[N:49]1.C(=O)([O-])[O-].[Na+].[Na+], predict the reaction product. (2) Given the reactants [Br:1]Br.[Cl:3][CH2:4][CH2:5][CH2:6][O:7][C:8]1[CH:13]=[CH:12][C:11]([C:14](=[O:17])[CH2:15][CH3:16])=[CH:10][CH:9]=1, predict the reaction product. The product is: [Br:1][CH:15]([CH3:16])[C:14]([C:11]1[CH:12]=[CH:13][C:8]([O:7][CH2:6][CH2:5][CH2:4][Cl:3])=[CH:9][CH:10]=1)=[O:17]. (3) Given the reactants [Br:1][C:2]1[C:10]2[C:5](=[N:6][CH:7]=[C:8]([F:11])[CH:9]=2)[NH:4][N:3]=1.C([O-])([O-])=O.[K+].[K+].Cl[C:19]1[CH:24]=[CH:23][CH:22]=[CH:21][C:20]=1[CH:25]([C:32]1[CH:37]=[CH:36][CH:35]=[CH:34][CH:33]=1)[C:26]1[CH:31]=[CH:30][CH:29]=[CH:28][CH:27]=1, predict the reaction product. The product is: [Br:1][C:2]1[C:10]2[C:5](=[N:6][CH:7]=[C:8]([F:11])[CH:9]=2)[N:4]([C:25]([C:20]2[CH:21]=[CH:22][CH:23]=[CH:24][CH:19]=2)([C:32]2[CH:33]=[CH:34][CH:35]=[CH:36][CH:37]=2)[C:26]2[CH:27]=[CH:28][CH:29]=[CH:30][CH:31]=2)[N:3]=1. (4) Given the reactants S1C(N2C3=NC=CC=C3C(C(O)=O)=C2)=CN=C1.FC1C=C2C(C(O)=O)=CN(C3SC=CN=3)C2=NC=1.F[C:37]1[CH:38]=[C:39]2[C:45]([C:46]([OH:48])=[O:47])=[CH:44][N:43]([C:49]3[N:50]=[CH:51][S:52][CH:53]=3)[C:40]2=[N:41][CH:42]=1.FC1C=C2C(C(O)=O)=CN(C3SC=NC=3)C2=NC=1.S1C(N2C3C(=CC=CC=3)C(C(O)=O)=N2)=CN=C1, predict the reaction product. The product is: [S:52]1[CH:53]=[C:49]([N:43]2[C:40]3=[N:41][CH:42]=[CH:37][CH:38]=[C:39]3[C:45]([C:46]([OH:48])=[O:47])=[CH:44]2)[N:50]=[CH:51]1. (5) Given the reactants [Cl:1][C:2]1[CH:7]=[C:6]([C:8]2[N:9]=[C:10](O)[C:11]3[C:17]([O:18][CH3:19])=[CH:16][N:15]=[CH:14][C:12]=3[N:13]=2)[CH:5]=[CH:4][N:3]=1.[NH:21]1[CH2:26][CH2:25][CH:24]([C:27]#[N:28])[CH2:23][CH2:22]1.C(OC(N1CCN(C2C3C(C4CC4)=CN=CC=3N=C(C3C=CN=C(Cl)C=3)N=2)CC1)=O)(C)(C)C, predict the reaction product. The product is: [Cl:1][C:2]1[CH:7]=[C:6]([C:8]2[N:9]=[C:10]([N:21]3[CH2:26][CH2:25][CH:24]([C:27]#[N:28])[CH2:23][CH2:22]3)[C:11]3[C:17]([O:18][CH3:19])=[CH:16][N:15]=[CH:14][C:12]=3[N:13]=2)[CH:5]=[CH:4][N:3]=1.